This data is from Forward reaction prediction with 1.9M reactions from USPTO patents (1976-2016). The task is: Predict the product of the given reaction. (1) Given the reactants [NH2:1][C:2]1[C:11]2[N:12]=[C:13]([CH2:20][CH3:21])[N:14]([CH2:15][C:16]([OH:19])([CH3:18])[CH3:17])[C:10]=2[C:9]2[CH:8]=[CH:7][C:6]([CH2:22][CH2:23][N:24]3C(=O)C4C(=CC=CC=4)C3=O)=[CH:5][C:4]=2[N:3]=1.O.NN.C(N(CC)CC)C.[CH3:45][S:46](O[S:46]([CH3:45])(=[O:48])=[O:47])(=[O:48])=[O:47], predict the reaction product. The product is: [NH2:1][C:2]1[C:11]2[N:12]=[C:13]([CH2:20][CH3:21])[N:14]([CH2:15][C:16]([OH:19])([CH3:18])[CH3:17])[C:10]=2[C:9]2[CH:8]=[CH:7][C:6]([CH2:22][CH2:23][NH:24][S:46]([CH3:45])(=[O:48])=[O:47])=[CH:5][C:4]=2[N:3]=1. (2) Given the reactants [CH3:1][N:2]1[CH2:7][CH2:6][N:5]([NH:8][C:9]([C:11]2[S:15][C:14]([C:16]([O:18]C)=O)=[CH:13][CH:12]=2)=[O:10])[CH2:4][CH2:3]1.O.[NH2:21][NH2:22], predict the reaction product. The product is: [CH3:1][N:2]1[CH2:7][CH2:6][N:5]([NH:8][C:9]([C:11]2[S:15][C:14]([C:16]([NH:21][NH2:22])=[O:18])=[CH:13][CH:12]=2)=[O:10])[CH2:4][CH2:3]1.